Dataset: Forward reaction prediction with 1.9M reactions from USPTO patents (1976-2016). Task: Predict the product of the given reaction. Given the reactants [CH:1]1([CH2:4][O:5][C@H:6]2[C@H:14]([CH3:15])[O:13][C:12](=[O:16])[C@@H:11]([NH:17][C:18](=[O:28])[C:19]3[C:24]([OH:25])=[C:23]([O:26][CH3:27])[CH:22]=[CH:21][N:20]=3)[CH2:10][CH2:9][CH2:8][C@@H:7]2[CH2:29][C:30]2[CH:35]=[CH:34][C:33](F)=[CH:32][CH:31]=2)[CH2:3][CH2:2]1, predict the reaction product. The product is: [CH:30]1([CH2:29][C@@H:7]2[C@@H:6]([O:5][CH2:4][CH:1]3[CH2:2][CH2:3]3)[C@H:14]([CH3:15])[O:13][C:12](=[O:16])[C@@H:11]([NH:17][C:18](=[O:28])[C:19]3[C:24]([OH:25])=[C:23]([O:26][CH3:27])[CH:22]=[CH:21][N:20]=3)[CH2:10][CH2:9][CH2:8]2)[CH2:35][CH2:34][CH2:33][CH2:32][CH2:31]1.